Dataset: Forward reaction prediction with 1.9M reactions from USPTO patents (1976-2016). Task: Predict the product of the given reaction. (1) Given the reactants CC1(C)C(C)(C)OB([C:9]2[CH:13]=[CH:12][O:11][C:10]=2[CH3:14])O1.Cl[C:17]1[CH:22]=[CH:21][N:20]=[C:19]([N:23]2[CH2:28][C@H:27]([CH3:29])[O:26][C@H:25]([CH3:30])[CH2:24]2)[CH:18]=1.O.C(=O)([O-])[O-].[Na+].[Na+], predict the reaction product. The product is: [CH3:30][C@H:25]1[O:26][C@@H:27]([CH3:29])[CH2:28][N:23]([C:19]2[CH:18]=[C:17]([C:9]3[CH:13]=[CH:12][O:11][C:10]=3[CH3:14])[CH:22]=[CH:21][N:20]=2)[CH2:24]1. (2) Given the reactants [F:1][C:2]1[CH:3]=[C:4]([NH:9][CH2:10][CH2:11][C@H:12]2[O:16]C(C)(C)[O:14][C:13]2=O)[CH:5]=[C:6]([F:8])[CH:7]=1.O.C1(C)C=CC(S(O)(=O)=O)=CC=1.C(OCC)C, predict the reaction product. The product is: [F:1][C:2]1[CH:3]=[C:4]([N:9]2[CH2:10][CH2:11][C@@H:12]([OH:16])[C:13]2=[O:14])[CH:5]=[C:6]([F:8])[CH:7]=1. (3) Given the reactants [C:1]([C:5]1[CH:10]=[CH:9][C:8]([Mg]Br)=[CH:7][CH:6]=1)([CH3:4])([CH3:3])[CH3:2].C(C1C=CC(Br)=CC=1)(C)(C)C.[Mg].[B:25](OCCCC)([O:31]CCCC)[O:26]CCCC.S(=O)(=O)(O)O, predict the reaction product. The product is: [C:1]([C:5]1[CH:10]=[CH:9][C:8]([B:25]([OH:31])[OH:26])=[CH:7][CH:6]=1)([CH3:4])([CH3:3])[CH3:2].